Task: Regression. Given two drug SMILES strings and cell line genomic features, predict the synergy score measuring deviation from expected non-interaction effect.. Dataset: NCI-60 drug combinations with 297,098 pairs across 59 cell lines (1) Drug 1: C1=CC(=CC=C1CCC2=CNC3=C2C(=O)NC(=N3)N)C(=O)NC(CCC(=O)O)C(=O)O. Drug 2: COC1=C2C(=CC3=C1OC=C3)C=CC(=O)O2. Cell line: DU-145. Synergy scores: CSS=13.7, Synergy_ZIP=-4.32, Synergy_Bliss=-2.14, Synergy_Loewe=-11.7, Synergy_HSA=-2.19. (2) Drug 1: C1CN(P(=O)(OC1)NCCCl)CCCl. Synergy scores: CSS=-3.26, Synergy_ZIP=2.97, Synergy_Bliss=4.07, Synergy_Loewe=-0.692, Synergy_HSA=-0.795. Cell line: NCI-H322M. Drug 2: C(CN)CNCCSP(=O)(O)O. (3) Cell line: NCI-H226. Drug 1: CC(C1=C(C=CC(=C1Cl)F)Cl)OC2=C(N=CC(=C2)C3=CN(N=C3)C4CCNCC4)N. Drug 2: CC(C)NC(=O)C1=CC=C(C=C1)CNNC.Cl. Synergy scores: CSS=-0.785, Synergy_ZIP=-0.193, Synergy_Bliss=-3.24, Synergy_Loewe=-12.3, Synergy_HSA=-6.79. (4) Drug 1: CN(C)C1=NC(=NC(=N1)N(C)C)N(C)C. Drug 2: C1=CN(C=N1)CC(O)(P(=O)(O)O)P(=O)(O)O. Cell line: 786-0. Synergy scores: CSS=26.4, Synergy_ZIP=-8.77, Synergy_Bliss=-5.60, Synergy_Loewe=-56.7, Synergy_HSA=-7.90. (5) Drug 1: C1=C(C(=O)NC(=O)N1)F. Drug 2: C1CNP(=O)(OC1)N(CCCl)CCCl. Cell line: SK-MEL-5. Synergy scores: CSS=32.3, Synergy_ZIP=-8.60, Synergy_Bliss=-17.8, Synergy_Loewe=-28.1, Synergy_HSA=-15.9. (6) Drug 1: CC1OCC2C(O1)C(C(C(O2)OC3C4COC(=O)C4C(C5=CC6=C(C=C35)OCO6)C7=CC(=C(C(=C7)OC)O)OC)O)O. Cell line: SF-539. Synergy scores: CSS=47.7, Synergy_ZIP=-8.96, Synergy_Bliss=-8.20, Synergy_Loewe=-15.5, Synergy_HSA=-4.23. Drug 2: CC1=C2C(C(=O)C3(C(CC4C(C3C(C(C2(C)C)(CC1OC(=O)C(C(C5=CC=CC=C5)NC(=O)OC(C)(C)C)O)O)OC(=O)C6=CC=CC=C6)(CO4)OC(=O)C)O)C)O.